The task is: Regression. Given two drug SMILES strings and cell line genomic features, predict the synergy score measuring deviation from expected non-interaction effect.. This data is from NCI-60 drug combinations with 297,098 pairs across 59 cell lines. Drug 1: CS(=O)(=O)CCNCC1=CC=C(O1)C2=CC3=C(C=C2)N=CN=C3NC4=CC(=C(C=C4)OCC5=CC(=CC=C5)F)Cl. Drug 2: CCN(CC)CCNC(=O)C1=C(NC(=C1C)C=C2C3=C(C=CC(=C3)F)NC2=O)C. Cell line: U251. Synergy scores: CSS=-5.30, Synergy_ZIP=6.53, Synergy_Bliss=10.1, Synergy_Loewe=0.751, Synergy_HSA=0.713.